This data is from Full USPTO retrosynthesis dataset with 1.9M reactions from patents (1976-2016). The task is: Predict the reactants needed to synthesize the given product. (1) Given the product [F:31][C:32]1[CH:50]=[CH:49][C:35]([CH2:36][N:37]([CH3:48])[C:38]([C:40]2[CH2:41][N:30]([CH2:29][CH2:28][C:22]3[CH:27]=[CH:26][CH:25]=[CH:24][CH:23]=3)[C:43](=[O:46])[C:44]=2[OH:45])=[O:39])=[CH:34][CH:33]=1, predict the reactants needed to synthesize it. The reactants are: COC(=O)C(O)=CC(=O)N(CC1C=CC(F)=CC=1)C.C=O.[C:22]1([CH2:28][CH2:29][NH2:30])[CH:27]=[CH:26][CH:25]=[CH:24][CH:23]=1.[F:31][C:32]1[CH:50]=[CH:49][C:35]([CH2:36][N:37]([CH3:48])[C:38]([C:40]2[CH2:41]N(C)[C:43](=[O:46])[C:44]=2[OH:45])=[O:39])=[CH:34][CH:33]=1. (2) Given the product [F:8][C:6]1[C:5]([F:9])=[C:4]([N:15]2[CH2:16][CH2:17][CH2:18][N:12]([C:19]([O:21][C:22]([CH3:25])([CH3:24])[CH3:23])=[O:20])[CH2:13][CH2:14]2)[C:3]([F:11])=[C:2]([F:1])[N:7]=1, predict the reactants needed to synthesize it. The reactants are: [F:1][C:2]1[N:7]=[C:6]([F:8])[C:5]([F:9])=[C:4](F)[C:3]=1[F:11].[N:12]1([C:19]([O:21][C:22]([CH3:25])([CH3:24])[CH3:23])=[O:20])[CH2:18][CH2:17][CH2:16][NH:15][CH2:14][CH2:13]1.C(N(CC)CC)C.C(=O)([O-])O.[Na+].